The task is: Predict the reactants needed to synthesize the given product.. This data is from Full USPTO retrosynthesis dataset with 1.9M reactions from patents (1976-2016). (1) Given the product [Cl:1][C:2]1[CH:3]=[C:4]([C:7]2[O:9][N:10]=[C:11]([CH:13]3[CH2:19][CH2:18][CH2:17][N:16]([C:20]4[CH:25]=[CH:24][C:23]([F:26])=[CH:22][CH:21]=4)[C:15](=[O:27])[CH2:14]3)[N:12]=2)[NH:5][CH:6]=1, predict the reactants needed to synthesize it. The reactants are: [Cl:1][C:2]1[CH:3]=[C:4]([C:7]([O:9][N:10]=[C:11]([CH:13]2[CH2:19][CH2:18][CH2:17][N:16]([C:20]3[CH:25]=[CH:24][C:23]([F:26])=[CH:22][CH:21]=3)[C:15](=[O:27])[CH2:14]2)[NH2:12])=O)[NH:5][CH:6]=1.CCCC[N+](CCCC)(CCCC)CCCC.[F-]. (2) Given the product [N:53]([CH2:52][C:50]1[N:51]=[C:46]([C:40]2([OH:45])[CH2:39][CH:38]3[N:37]([CH:36]([C:67]4[CH:72]=[CH:71][CH:70]=[CH:69][C:68]=4[Cl:73])[C:31]4[CH:32]=[CH:33][CH:34]=[CH:35][C:30]=4[Cl:29])[CH:42]([CH2:43][CH2:44]3)[CH2:41]2)[CH:47]=[CH:48][CH:49]=1)=[N+:15]=[N-:16], predict the reactants needed to synthesize it. The reactants are: C1(P([N:15]=[N+:16]=[N-])(C2C=CC=CC=2)=O)C=CC=CC=1.N12CCCN=C1CCCCC2.[Cl:29][C:30]1[CH:35]=[CH:34][CH:33]=[CH:32][C:31]=1[CH:36]([C:67]1[CH:72]=[CH:71][CH:70]=[CH:69][C:68]=1[Cl:73])[N:37]1[CH:42]2[CH2:43][CH2:44][CH:38]1[CH2:39][C:40]([C:46]1[N:51]=[C:50]([CH2:52][NH:53]C(NCCNC(=O)OC(C)(C)C)=O)[CH:49]=[CH:48][CH:47]=1)([OH:45])[CH2:41]2. (3) Given the product [CH2:1]([O:8][CH2:9][C@H:10]([OH:11])[CH2:14][OH:13])[C:2]1[CH:7]=[CH:6][CH:5]=[CH:4][CH:3]=1, predict the reactants needed to synthesize it. The reactants are: [CH2:1]([O:8][CH2:9][C@H:10]1[CH2:14][O:13]C(C)(C)[O:11]1)[C:2]1[CH:7]=[CH:6][CH:5]=[CH:4][CH:3]=1.Cl.C(=O)(O)[O-].[Na+].